The task is: Predict the product of the given reaction.. This data is from Forward reaction prediction with 1.9M reactions from USPTO patents (1976-2016). (1) Given the reactants [OH:1][C:2]1[CH:3]=[C:4]([C:8]2[CH:9]=[C:10]([CH:14]([NH:20][C:21]([C@@H:23]3[CH2:28][CH2:27][CH2:26][N:25]([C:29](=[O:45])[CH2:30][CH2:31][CH:32]4[CH2:37][CH2:36][N:35]([C:38]([O:40][C:41]([CH3:44])([CH3:43])[CH3:42])=[O:39])[CH2:34][CH2:33]4)[CH2:24]3)=[O:22])[CH2:15][C:16]([O:18][CH3:19])=[O:17])[CH:11]=[N:12][CH:13]=2)[CH:5]=[CH:6][CH:7]=1.C(=O)([O-])[O-].[Cs+].[Cs+].[C:52]1([CH3:75])[CH:57]=[CH:56][C:55]([S:58]([O:61][CH2:62][CH2:63]OS(C2C=CC(C)=CC=2)(=O)=O)(=[O:60])=[O:59])=[CH:54][CH:53]=1, predict the reaction product. The product is: [CH3:19][O:18][C:16](=[O:17])[CH2:15][CH:14]([NH:20][C:21]([C@@H:23]1[CH2:28][CH2:27][CH2:26][N:25]([C:29](=[O:45])[CH2:30][CH2:31][CH:32]2[CH2:33][CH2:34][N:35]([C:38]([O:40][C:41]([CH3:42])([CH3:44])[CH3:43])=[O:39])[CH2:36][CH2:37]2)[CH2:24]1)=[O:22])[C:10]1[CH:11]=[N:12][CH:13]=[C:8]([C:4]2[CH:5]=[CH:6][CH:7]=[C:2]([O:1][CH2:63][CH2:62][O:61][S:58]([C:55]3[CH:56]=[CH:57][C:52]([CH3:75])=[CH:53][CH:54]=3)(=[O:60])=[O:59])[CH:3]=2)[CH:9]=1. (2) Given the reactants [OH:1][C:2]1[CH:3]=[C:4]([CH2:8][C:9]([OH:11])=[O:10])[CH:5]=[CH:6][CH:7]=1.F[C:13]1[CH:20]=[CH:19][C:18]([C:21]([F:24])([F:23])[F:22])=[CH:17][C:14]=1[CH:15]=[O:16].C(=O)([O-])[O-].[K+].[K+], predict the reaction product. The product is: [CH:15]([C:14]1[CH:17]=[C:18]([C:21]([F:22])([F:23])[F:24])[CH:19]=[CH:20][C:13]=1[O:1][C:2]1[CH:3]=[C:4]([CH2:8][C:9]([OH:11])=[O:10])[CH:5]=[CH:6][CH:7]=1)=[O:16]. (3) Given the reactants Cl[C:2]1[C:3]2[CH:10]=[C:9]([C:11]3[CH2:12][CH2:13][N:14]([S:17]([CH3:20])(=[O:19])=[O:18])[CH2:15][CH:16]=3)[NH:8][C:4]=2[N:5]=[CH:6][N:7]=1.[Cl:21][C:22]1[CH:23]=[C:24]([CH3:32])[C:25]([F:31])=[C:26](B(O)O)[CH:27]=1.C(=O)([O-])[O-].[Cs+].[Cs+].[O-]P([O-])([O-])=O.[O-]P([O-])([O-])=O.[Ca+2].[Ca+2].[Ca+2], predict the reaction product. The product is: [Cl:21][C:22]1[CH:23]=[C:24]([CH3:32])[C:25]([F:31])=[C:26]([C:2]2[C:3]3[CH:10]=[C:9]([C:11]4[CH2:12][CH2:13][N:14]([S:17]([CH3:20])(=[O:19])=[O:18])[CH2:15][CH:16]=4)[NH:8][C:4]=3[N:5]=[CH:6][N:7]=2)[CH:27]=1. (4) Given the reactants [C:1]1([CH:7]([CH:12]2[CH2:16][CH2:15][CH2:14][O:13]2)[NH:8][C:9]([NH2:11])=[O:10])[CH:6]=[CH:5][CH:4]=[CH:3][CH:2]=1, predict the reaction product. The product is: [C:1]1([C@@H:7]([C@@H:12]2[CH2:16][CH2:15][CH2:14][O:13]2)[NH:8][C:9]([NH2:11])=[O:10])[CH:2]=[CH:3][CH:4]=[CH:5][CH:6]=1. (5) Given the reactants [F:1][C:2]([F:26])([F:25])[C:3]1[N:8]2[N:9]=[CH:10][C:11]([C:12](O)=[O:13])=[C:7]2[N:6]=[C:5]([C:15]2[CH:20]=[CH:19][C:18]([C:21]([F:24])([F:23])[F:22])=[CH:17][CH:16]=2)[CH:4]=1.[NH2:27][C:28]1[CH:29]=[C:30]([S:34]([N:37]([CH3:39])[CH3:38])(=[O:36])=[O:35])[CH:31]=[CH:32][CH:33]=1, predict the reaction product. The product is: [CH3:38][N:37]([CH3:39])[S:34]([C:30]1[CH:29]=[C:28]([NH:27][C:12]([C:11]2[CH:10]=[N:9][N:8]3[C:3]([C:2]([F:26])([F:25])[F:1])=[CH:4][C:5]([C:15]4[CH:20]=[CH:19][C:18]([C:21]([F:24])([F:22])[F:23])=[CH:17][CH:16]=4)=[N:6][C:7]=23)=[O:13])[CH:33]=[CH:32][CH:31]=1)(=[O:36])=[O:35]. (6) Given the reactants [OH:1][C:2]1[C:10]([C:11]([NH2:13])=[O:12])=[C:9]2[C:5]([C:6]([CH3:15])=[C:7]([CH3:14])[NH:8]2)=[C:4]([C:16]2[CH:21]=[CH:20][CH:19]=[C:18]([N:22]3[C:31](=[O:32])[C:30]4[C:25](=[CH:26][CH:27]=[CH:28][CH:29]=4)[N:24]=[CH:23]3)[C:17]=2[CH3:33])[CH:3]=1.I[CH2:35][CH3:36].C([O-])([O-])=O.[K+].[K+], predict the reaction product. The product is: [CH2:35]([O:1][C:2]1[C:10]([C:11]([NH2:13])=[O:12])=[C:9]2[C:5]([C:6]([CH3:15])=[C:7]([CH3:14])[NH:8]2)=[C:4]([C:16]2[CH:21]=[CH:20][CH:19]=[C:18]([N:22]3[C:31](=[O:32])[C:30]4[C:25](=[CH:26][CH:27]=[CH:28][CH:29]=4)[N:24]=[CH:23]3)[C:17]=2[CH3:33])[CH:3]=1)[CH3:36].